Dataset: Reaction yield outcomes from USPTO patents with 853,638 reactions. Task: Predict the reaction yield, written as a fraction of the theoretical maximum amount of product (1.0 means a 100% yield; for example, 0.34 means a 34% yield). (1) The yield is 0.0500. The product is [F:8][C:5]1[CH:6]=[CH:7][C:2]([C:12]#[C:11][CH2:10][CH2:9][C:13]2[O:14][C:15]3[CH:21]=[CH:20][CH:19]=[CH:18][C:16]=3[N:17]=2)=[N:3][CH:4]=1. No catalyst specified. The reactants are Br[C:2]1[CH:7]=[CH:6][C:5]([F:8])=[CH:4][N:3]=1.[CH2:9]([C:13]1[O:14][C:15]2[CH:21]=[CH:20][CH:19]=[CH:18][C:16]=2[N:17]=1)[CH2:10][C:11]#[CH:12]. (2) The reactants are [Br:1][C:2]1[CH:7]=[CH:6][C:5](/[CH:8]=[CH:9]/[CH:10]=O)=[C:4]([O:12][CH2:13][C:14]#[CH:15])[CH:3]=1.[O-]S([O-])(=O)=O.[Mg+2].[CH3:22][N:23]([CH3:25])[NH2:24]. The catalyst is ClCCl. The product is [Br:1][C:2]1[CH:7]=[CH:6][C:5](/[CH:8]=[CH:9]/[CH:10]=[N:24]/[N:23]([CH3:25])[CH3:22])=[C:4]([O:12][CH2:13][C:14]#[CH:15])[CH:3]=1. The yield is 0.900. (3) The reactants are [Cl:1][C:2]1[CH:7]=[C:6]([C:8]2[CH:13]=[CH:12][CH:11]=[C:10]([CH3:14])[N:9]=2)[CH:5]=[CH:4][C:3]=1[C:15]1[C:26](=[O:27])[NH:25][C:18]2[N:19]=[C:20]([S:23][CH3:24])[N:21]=[CH:22][C:17]=2[CH:16]=1.CS(O[CH2:33][CH2:34][N:35]1[CH2:40][CH2:39][N:38]([C:41]([O:43][C:44]([CH3:47])([CH3:46])[CH3:45])=[O:42])[CH2:37][CH2:36]1)(=O)=O.C([O-])([O-])=O.[Cs+].[Cs+].CN(C=O)C. The catalyst is O. The product is [Cl:1][C:2]1[CH:7]=[C:6]([C:8]2[CH:13]=[CH:12][CH:11]=[C:10]([CH3:14])[N:9]=2)[CH:5]=[CH:4][C:3]=1[C:15]1[C:26](=[O:27])[N:25]([CH2:33][CH2:34][N:35]2[CH2:40][CH2:39][N:38]([C:41]([O:43][C:44]([CH3:45])([CH3:47])[CH3:46])=[O:42])[CH2:37][CH2:36]2)[C:18]2[N:19]=[C:20]([S:23][CH3:24])[N:21]=[CH:22][C:17]=2[CH:16]=1. The yield is 0.376. (4) The reactants are [F:1][C:2]([F:31])([F:30])[S:3]([O:6][C:7]1[C:8]([N+:27]([O-])=O)=[CH:9][C:10]2[O:14][C:13]([C:15]3[CH:20]=[CH:19][C:18]([F:21])=[CH:17][CH:16]=3)=[C:12]([C:22](=[O:25])[NH:23][CH3:24])[C:11]=2[CH:26]=1)(=[O:5])=[O:4]. The catalyst is CCO.CC(O)=O.CCOC(C)=O.[Fe]. The product is [F:31][C:2]([F:1])([F:30])[S:3]([O:6][C:7]1[C:8]([NH2:27])=[CH:9][C:10]2[O:14][C:13]([C:15]3[CH:16]=[CH:17][C:18]([F:21])=[CH:19][CH:20]=3)=[C:12]([C:22](=[O:25])[NH:23][CH3:24])[C:11]=2[CH:26]=1)(=[O:5])=[O:4]. The yield is 0.840. (5) The catalyst is C1C=CC(P(C2C=CC=CC=2)[C-]2C=CC=C2)=CC=1.C1C=CC(P(C2C=CC=CC=2)[C-]2C=CC=C2)=CC=1.[Fe+2].C1C=CC(/C=C/C(/C=C/C2C=CC=CC=2)=O)=CC=1.C1C=CC(/C=C/C(/C=C/C2C=CC=CC=2)=O)=CC=1.C1C=CC(/C=C/C(/C=C/C2C=CC=CC=2)=O)=CC=1.[Pd].[Pd].[C-]#N.[C-]#N.[Zn+2]. The yield is 0.770. The product is [CH3:1][O:2][C:3]([C:5]1[C:21]([NH:22][C:23]2[CH:28]=[CH:27][C:26]([C:32]#[N:33])=[CH:25][C:24]=2[CH3:30])=[C:20]([F:31])[C:8]2[N:9]=[C:10]([CH2:12][O:13][CH2:14][CH2:15][Si:16]([CH3:19])([CH3:18])[CH3:17])[NH:11][C:7]=2[CH:6]=1)=[O:4]. The reactants are [CH3:1][O:2][C:3]([C:5]1[C:21]([NH:22][C:23]2[CH:28]=[CH:27][C:26](I)=[CH:25][C:24]=2[CH3:30])=[C:20]([F:31])[C:8]2[N:9]=[C:10]([CH2:12][O:13][CH2:14][CH2:15][Si:16]([CH3:19])([CH3:18])[CH3:17])[NH:11][C:7]=2[CH:6]=1)=[O:4].[CH3:32][N:33](C=O)C.